Dataset: Forward reaction prediction with 1.9M reactions from USPTO patents (1976-2016). Task: Predict the product of the given reaction. (1) The product is: [CH:1]([O:4][C:5]1[C:6]([CH3:17])=[C:7]([CH:14]=[CH:15][CH:16]=1)[C:8]([OH:10])=[O:9])([CH3:3])[CH3:2]. Given the reactants [CH:1]([O:4][C:5]1[C:6]([CH3:17])=[C:7]([CH:14]=[CH:15][CH:16]=1)[C:8]([O:10]C(C)C)=[O:9])([CH3:3])[CH3:2].[OH-].[Li+], predict the reaction product. (2) Given the reactants [CH:1]([C:3]1[CH:8]=[CH:7][C:6]([CH:9]2[O:14][CH2:13][CH2:12][N:11]([C:15]([O:17][C:18]([CH3:21])([CH3:20])[CH3:19])=[O:16])[CH2:10]2)=[CH:5][CH:4]=1)=O.[NH2:22][C:23]1[CH:28]=[CH:27][CH:26]=[CH:25][C:24]=1[NH2:29].S(S([O-])=O)([O-])(=O)=O.[Na+].[Na+].O, predict the reaction product. The product is: [NH:22]1[C:23]2[CH:28]=[CH:27][CH:26]=[CH:25][C:24]=2[N:29]=[C:1]1[C:3]1[CH:8]=[CH:7][C:6]([CH:9]2[O:14][CH2:13][CH2:12][N:11]([C:15]([O:17][C:18]([CH3:21])([CH3:20])[CH3:19])=[O:16])[CH2:10]2)=[CH:5][CH:4]=1. (3) Given the reactants [Br:1][C:2]1[C:3]([S:8]([CH:11]2[CH2:15][CH2:14][N:13](C(OC(C)(C)C)=O)[CH2:12]2)(=[O:10])=[O:9])=[N:4][CH:5]=[CH:6][CH:7]=1.Cl, predict the reaction product. The product is: [Br:1][C:2]1[C:3]([S:8]([CH:11]2[CH2:15][CH2:14][NH:13][CH2:12]2)(=[O:9])=[O:10])=[N:4][CH:5]=[CH:6][CH:7]=1. (4) The product is: [C:43]([O:42][C:40]([N:59]1[CH2:58][CH2:57][NH:56][C:55](=[O:60])[CH:54]1[C:51]1[CH:52]=[CH:53][C:48]([Cl:47])=[CH:49][CH:50]=1)=[O:41])([CH3:44])([CH3:45])[CH3:46]. Given the reactants COC(=O)CC1C=CC(Cl)=CC=1.BrN1C(=O)CCC1=O.C(N)CN.C(N(CC)CC)C.[C:43]([O:42][C:40](O[C:40]([O:42][C:43]([CH3:46])([CH3:45])[CH3:44])=[O:41])=[O:41])([CH3:46])([CH3:45])[CH3:44].[Cl:47][C:48]1[CH:53]=[CH:52][C:51]([CH:54]2[NH:59][CH2:58][CH2:57][NH:56][C:55]2=[O:60])=[CH:50][CH:49]=1, predict the reaction product. (5) Given the reactants [Br:1][C:2]1[CH:3]=[N:4][NH:5][CH:6]=1.C([O-])([O-])=O.[K+].[K+].Br[CH2:14][CH:15]1[CH2:17][CH2:16]1, predict the reaction product. The product is: [Br:1][C:2]1[CH:3]=[N:4][N:5]([CH2:14][CH:15]2[CH2:17][CH2:16]2)[CH:6]=1. (6) Given the reactants [CH3:1][N:2]1[CH2:7][CH2:6][N:5]([CH2:8][C:9]2[O:13][C:12]([C:14]3[C:15]([O:29]CC[Si](C)(C)C)=[N:16][C:17]([NH:20][CH2:21][CH2:22][C:23]4[CH:28]=[CH:27][N:26]=[CH:25][CH:24]=4)=[N:18][CH:19]=3)=[N:11][N:10]=2)[CH2:4][CH2:3]1.CCCC[N+](CCCC)(CCCC)CCCC.[F-].C1COCC1, predict the reaction product. The product is: [OH:29][C:15]1[C:14]([C:12]2[O:13][C:9]([CH2:8][N:5]3[CH2:4][CH2:3][N:2]([CH3:1])[CH2:7][CH2:6]3)=[N:10][N:11]=2)=[CH:19][N:18]=[C:17]([NH:20][CH2:21][CH2:22][C:23]2[CH:24]=[CH:25][N:26]=[CH:27][CH:28]=2)[N:16]=1.